Dataset: CYP2C19 inhibition data for predicting drug metabolism from PubChem BioAssay. Task: Regression/Classification. Given a drug SMILES string, predict its absorption, distribution, metabolism, or excretion properties. Task type varies by dataset: regression for continuous measurements (e.g., permeability, clearance, half-life) or binary classification for categorical outcomes (e.g., BBB penetration, CYP inhibition). Dataset: cyp2c19_veith. (1) The compound is Cc1cccc(C)c1NC(=O)C(NC=O)c1ccccc1Cl. The result is 1 (inhibitor). (2) The drug is O=[N+]([O-])c1ccccc1OCCCN1CCOCC1. The result is 1 (inhibitor).